Predict the reactants needed to synthesize the given product. From a dataset of Full USPTO retrosynthesis dataset with 1.9M reactions from patents (1976-2016). (1) Given the product [F:21][C:17]1[CH:16]=[C:15]([N:7]2[C:8]3[C:13](=[CH:12][CH:11]=[CH:10][CH:9]=3)[CH:14]=[C:6]2[CH:4]([NH2:1])[CH3:5])[CH:20]=[CH:19][CH:18]=1, predict the reactants needed to synthesize it. The reactants are: [N:1]([CH:4]([C:6]1[N:7]([C:15]2[CH:20]=[CH:19][CH:18]=[C:17]([F:21])[CH:16]=2)[C:8]2[C:13]([CH:14]=1)=[CH:12][CH:11]=[CH:10][CH:9]=2)[CH3:5])=[N+]=[N-].CP(C)C. (2) The reactants are: [N:1]1[CH:6]=[C:5]([NH2:7])[C:4]([NH2:8])=[CH:3][N:2]=1.N1(C(N2C=CN=C2)=[O:15])C=CN=C1.[CH2:21]1[CH2:25][O:24]CC1. Given the product [NH:7]1[C:5]2=[CH:6][N:1]=[N:2][CH:3]=[C:4]2[NH:8][C:25](=[O:24])[C:21]1=[O:15], predict the reactants needed to synthesize it. (3) Given the product [ClH:1].[ClH:1].[CH3:55][O:54][C:46]1[CH:45]=[C:44]([C:41]2[CH:40]=[CH:39][C:38]([C:37]([N:34]3[CH2:33][CH2:32][CH:31]([N:29]([CH3:30])[CH2:28][CH2:27][N:26]([CH:23]4[CH2:22][CH2:21][N:20]([C:18](=[O:19])[C:17]5[CH:58]=[CH:59][C:14]([C:6]6[CH:7]=[C:8]([O:12][CH3:13])[C:9]([O:10][CH3:11])=[C:4]([O:3][CH3:2])[CH:5]=6)=[CH:15][CH:16]=5)[CH2:25][CH2:24]4)[CH3:57])[CH2:36][CH2:35]3)=[O:56])=[CH:43][CH:42]=2)[CH:49]=[C:48]([O:50][CH3:51])[C:47]=1[O:52][CH3:53], predict the reactants needed to synthesize it. The reactants are: [ClH:1].[CH3:2][O:3][C:4]1[CH:5]=[C:6]([C:14]2[CH:59]=[CH:58][C:17]([C:18]([N:20]3[CH2:25][CH2:24][CH:23]([N:26]([CH3:57])[CH2:27][CH2:28][N:29]([CH:31]4[CH2:36][CH2:35][N:34]([C:37](=[O:56])[C:38]5[CH:43]=[CH:42][C:41]([C:44]6[CH:49]=[C:48]([O:50][CH3:51])[C:47]([O:52][CH3:53])=[C:46]([O:54][CH3:55])[CH:45]=6)=[CH:40][CH:39]=5)[CH2:33][CH2:32]4)[CH3:30])[CH2:22][CH2:21]3)=[O:19])=[CH:16][CH:15]=2)[CH:7]=[C:8]([O:12][CH3:13])[C:9]=1[O:10][CH3:11]. (4) Given the product [CH:28]1([CH2:31][C:23]([NH:2][NH:1][C:3]2[C:8]([O:9][CH3:10])=[C:7]([N:11]3[CH2:12][CH2:13][CH:14]([C:17]4[CH:22]=[CH:21][CH:20]=[CH:19][CH:18]=4)[CH2:15][CH2:16]3)[N:6]=[CH:5][N:4]=2)=[O:26])[CH2:30][CH2:29]1, predict the reactants needed to synthesize it. The reactants are: [NH:1]([C:3]1[C:8]([O:9][CH3:10])=[C:7]([N:11]2[CH2:16][CH2:15][CH:14]([C:17]3[CH:22]=[CH:21][CH:20]=[CH:19][CH:18]=3)[CH2:13][CH2:12]2)[N:6]=[CH:5][N:4]=1)[NH2:2].[C:23](=[O:26])(O)[O-].[Na+].[CH:28]1([C:31](Cl)=O)[CH2:30][CH2:29]1. (5) Given the product [F:1][CH2:2][CH2:3][N:4]([CH3:28])[CH:5]1[CH2:10][CH2:9][CH:8]([NH:11][C:12]2[C:23]3[C:22]4[CH2:21][CH2:20][CH2:19][C:18]=4[S:17][C:16]=3[N:15]=[CH:14][N:13]=2)[CH2:7][CH2:6]1, predict the reactants needed to synthesize it. The reactants are: [F:1][CH2:2][CH2:3][NH:4][CH:5]1[CH2:10][CH2:9][CH:8]([NH:11][C:12]2[C:23]3[C:22]4[CH2:21][CH2:20][CH2:19][C:18]=4[S:17][C:16]=3[N:15]=[CH:14][N:13]=2)[CH2:7][CH2:6]1.C=O.[BH-](OC(C)=O)(OC(C)=O)O[C:28](C)=O.[Na+]. (6) Given the product [CH3:16][NH:17][C:2]1[C:7]([CH:8]=[O:9])=[CH:6][N:5]=[C:4]2[NH:10][CH:11]=[CH:12][C:3]=12, predict the reactants needed to synthesize it. The reactants are: Cl[C:2]1[C:7]([CH:8]=[O:9])=[CH:6][N:5]=[C:4]2[NH:10][CH:11]=[CH:12][C:3]=12.ClC1C(C=O)=C[N:17]=[C:16]2N([Si](C(C)C)(C(C)C)C(C)C)C=CC=12.CN. (7) Given the product [CH3:1][O:2][C:3](=[O:19])[C:4]1[CH:9]=[CH:8][C:7]([CH:10]([CH2:17][OH:18])[CH2:11][CH2:12][CH2:13][CH2:14][CH2:15][CH3:16])=[CH:6][CH:5]=1, predict the reactants needed to synthesize it. The reactants are: [CH3:1][O:2][C:3](=[O:19])[C:4]1[CH:9]=[CH:8][C:7]([CH:10]([CH:17]=[O:18])[CH2:11][CH2:12][CH2:13][CH2:14][CH2:15][CH3:16])=[CH:6][CH:5]=1.[BH4-].[Na+].